Dataset: Full USPTO retrosynthesis dataset with 1.9M reactions from patents (1976-2016). Task: Predict the reactants needed to synthesize the given product. (1) Given the product [NH2:27][C:28]1[N:33]=[CH:32][N:31]=[C:30]2[N:34]([CH:38]3[CH2:43][CH2:42][N:41]([C:44]([O:46][C:47]([CH3:50])([CH3:49])[CH3:48])=[O:45])[CH2:40][CH2:39]3)[N:35]=[C:36]([C:9]3[CH:10]=[CH:11][C:12]([NH:15][C:16]([O:17][CH2:18][C:19]4[CH:20]=[CH:21][CH:22]=[CH:23][CH:24]=4)=[O:25])=[CH:13][CH:14]=3)[C:29]=12, predict the reactants needed to synthesize it. The reactants are: CC1(C)C(C)(C)OB([C:9]2[CH:14]=[CH:13][C:12]([NH:15][C:16](=[O:25])[O:17][CH2:18][C:19]3[CH:24]=[CH:23][CH:22]=[CH:21][CH:20]=3)=[CH:11][CH:10]=2)O1.[NH2:27][C:28]1[N:33]=[CH:32][N:31]=[C:30]2[N:34]([CH:38]3[CH2:43][CH2:42][N:41]([C:44]([O:46][C:47]([CH3:50])([CH3:49])[CH3:48])=[O:45])[CH2:40][CH2:39]3)[N:35]=[C:36](I)[C:29]=12.C(=O)([O-])[O-].[Na+].[Na+]. (2) Given the product [CH3:28][O:27][C:25]([C:5]1[N:6]([C:19]2[CH:20]=[CH:21][CH:22]=[CH:23][CH:24]=2)[C:7]2[C:12]([C:13](=[O:14])[C:4]=1[CH2:3][NH:2][C:38](=[O:39])[C:37]1[CH:36]=[CH:35][C:34]([C:30]3[NH:31][CH:32]=[CH:33][N:29]=3)=[CH:42][CH:41]=1)=[CH:11][CH:10]=[C:9]([C:15]([F:16])([F:17])[F:18])[N:8]=2)=[O:26], predict the reactants needed to synthesize it. The reactants are: Cl.[NH2:2][CH2:3][C:4]1[C:13](=[O:14])[C:12]2[C:7](=[N:8][C:9]([C:15]([F:18])([F:17])[F:16])=[CH:10][CH:11]=2)[N:6]([C:19]2[CH:24]=[CH:23][CH:22]=[CH:21][CH:20]=2)[C:5]=1[C:25]([O:27][CH3:28])=[O:26].[NH:29]1[CH:33]=[CH:32][N:31]=[C:30]1[C:34]1[CH:42]=[CH:41][C:37]([C:38](O)=[O:39])=[CH:36][CH:35]=1. (3) Given the product [NH2:1][C@H:2]1[C@@H:6]2[O:7][C:8]([CH3:10])([CH3:11])[O:9][C@@H:5]2[C@@H:4]([O:12][CH2:13][CH2:14][OH:15])[CH2:3]1, predict the reactants needed to synthesize it. The reactants are: [NH2:1][C@H:2]1[C@@H:6]2[O:7][C:8]([CH3:11])([CH3:10])[O:9][C@@H:5]2[C@@H:4]([O:12][CH2:13][C:14](OC(C)(C)C)=[O:15])[CH2:3]1.[BH4-].[Li+].C(O)(=O)C.C(=O)([O-])[O-].[K+].[K+]. (4) Given the product [NH2:1][CH2:4][CH:5]([OH:15])[CH2:6][C:7]1[CH:12]=[CH:11][C:10]([O:13][CH3:14])=[CH:9][CH:8]=1, predict the reactants needed to synthesize it. The reactants are: [N:1]([CH2:4][CH:5]([OH:15])[CH2:6][C:7]1[CH:12]=[CH:11][C:10]([O:13][CH3:14])=[CH:9][CH:8]=1)=[N+]=[N-].[H][H]. (5) Given the product [Cl:1][C:2]1[CH:11]=[C:10]([C:12](=[O:13])[CH3:24])[C:9]([N:18]2[CH2:22][CH2:21][C@@H:20]([OH:23])[CH2:19]2)=[C:8]2[C:3]=1[CH:4]=[CH:5][CH:6]=[N:7]2, predict the reactants needed to synthesize it. The reactants are: [Cl:1][C:2]1[CH:11]=[C:10]([C:12](N(OC)C)=[O:13])[C:9]([N:18]2[CH2:22][CH2:21][C@@H:20]([OH:23])[CH2:19]2)=[C:8]2[C:3]=1[CH:4]=[CH:5][CH:6]=[N:7]2.[CH3:24][Mg]Br. (6) Given the product [C:65]([C:2]1[CH:7]=[C:6]([N+:8]([O-:10])=[O:9])[CH:5]=[C:4]([C:11]#[N:12])[C:3]=1[N:13]=[N:14][C:15]1[CH:20]=[C:19]([O:21][CH3:22])[C:18]([N:23]([CH2:42][CH2:43][CH2:44][CH2:45][CH2:46][CH2:47][CH2:48][CH2:49][CH2:50][CH2:51][CH2:52][CH2:53][CH2:54][CH2:55][CH2:56][CH2:57][CH2:58][CH3:59])[CH2:24][CH2:25][CH2:26][CH2:27][CH2:28][CH2:29][CH2:30][CH2:31][CH2:32][CH2:33][CH2:34][CH2:35][CH2:36][CH2:37][CH2:38][CH2:39][CH2:40][CH3:41])=[CH:17][C:16]=1[NH:60][C:61](=[O:63])[CH3:62])#[N:66], predict the reactants needed to synthesize it. The reactants are: Br[C:2]1[CH:7]=[C:6]([N+:8]([O-:10])=[O:9])[CH:5]=[C:4]([C:11]#[N:12])[C:3]=1[N:13]=[N:14][C:15]1[CH:20]=[C:19]([O:21][CH3:22])[C:18]([N:23]([CH2:42][CH2:43][CH2:44][CH2:45][CH2:46][CH2:47][CH2:48][CH2:49][CH2:50][CH2:51][CH2:52][CH2:53][CH2:54][CH2:55][CH2:56][CH2:57][CH2:58][CH3:59])[CH2:24][CH2:25][CH2:26][CH2:27][CH2:28][CH2:29][CH2:30][CH2:31][CH2:32][CH2:33][CH2:34][CH2:35][CH2:36][CH2:37][CH2:38][CH2:39][CH2:40][CH3:41])=[CH:17][C:16]=1[NH:60][C:61](=[O:63])[CH3:62].[Cu][C:65]#[N:66].CN1CCCC1=O.C1(C)C=CC=CC=1. (7) The reactants are: C(O[BH-](OC(=O)C)OC(=O)C)(=O)C.[Na+].[I:15][C:16]1[CH:21]=[CH:20][C:19]([O:22][CH:23]2[CH2:28][CH2:27][NH:26][CH2:25][CH2:24]2)=[CH:18][CH:17]=1.[CH3:29][C:30]([CH3:32])=O.[OH-].[Na+]. Given the product [I:15][C:16]1[CH:21]=[CH:20][C:19]([O:22][CH:23]2[CH2:28][CH2:27][N:26]([CH:30]([CH3:32])[CH3:29])[CH2:25][CH2:24]2)=[CH:18][CH:17]=1, predict the reactants needed to synthesize it. (8) Given the product [OH:44][C@H:43]([C:42]([OH:41])([CH3:49])[CH3:48])[CH2:45][CH2:46][NH:47][C:35]([CH:16]1[CH:15]([C:11]2[CH:12]=[CH:13][CH:14]=[C:9]([Cl:8])[C:10]=2[F:38])[C:19]([C:22]2[CH:27]=[CH:26][C:25]([Cl:28])=[CH:24][C:23]=2[F:29])([C:20]#[N:21])[CH:18]([CH2:30][C:31]([CH3:33])([CH3:34])[CH3:32])[NH:17]1)=[O:36], predict the reactants needed to synthesize it. The reactants are: FC(F)(F)C(O)=O.[Cl:8][C:9]1[C:10]([F:38])=[C:11]([CH:15]2[C:19]([C:22]3[CH:27]=[CH:26][C:25]([Cl:28])=[CH:24][C:23]=3[F:29])([C:20]#[N:21])[CH:18]([CH2:30][C:31]([CH3:34])([CH3:33])[CH3:32])[NH:17][CH:16]2[C:35](O)=[O:36])[CH:12]=[CH:13][CH:14]=1.CC1(C)[O:44][C@@H:43]([CH2:45][CH2:46][NH2:47])[C:42]([CH3:49])([CH3:48])[O:41]1.CN(C(ON1N=NC2C=CC=NC1=2)=[N+](C)C)C.F[P-](F)(F)(F)(F)F.CCN(C(C)C)C(C)C.Cl.